Dataset: Full USPTO retrosynthesis dataset with 1.9M reactions from patents (1976-2016). Task: Predict the reactants needed to synthesize the given product. (1) Given the product [OH:1][C:40]([CH2:42][OH:41])([CH2:43][N:6]([C:7]1[C:21]([I:22])=[C:11]([C:12]([N:14]([CH2:16][CH:17]([OH:20])[CH2:18][OH:19])[CH3:15])=[O:13])[C:10]([I:23])=[C:9]([C:8]=1[I:33])[C:24]([N:26]([CH2:28][CH:29]([OH:32])[CH2:30][OH:31])[CH3:27])=[O:25])[C:3](=[O:5])[CH3:4])[CH2:39][N:6]([C:7]1[C:21]([I:22])=[C:11]([C:12]([N:14]([CH3:15])[CH2:16][CH:17]([OH:20])[CH2:18][OH:19])=[O:13])[C:10]([I:23])=[C:9]([C:8]=1[I:33])[C:24]([N:26]([CH3:27])[CH2:28][CH:29]([OH:32])[CH2:30][OH:31])=[O:25])[C:3](=[O:5])[CH3:4], predict the reactants needed to synthesize it. The reactants are: [OH-:1].[K+].[C:3]([NH:6][C:7]1[C:8]([I:33])=[C:9]([C:24]([N:26]([CH2:28][CH:29]([OH:32])[CH2:30][OH:31])[CH3:27])=[O:25])[C:10]([I:23])=[C:11]([C:21]=1[I:22])[C:12]([N:14]([CH2:16][CH:17]([OH:20])[CH2:18][OH:19])[CH3:15])=[O:13])(=[O:5])[CH3:4].B(O)(O)O.Cl[CH2:39][C:40]1([CH2:43]Cl)[CH2:42][O:41]1.Cl. (2) Given the product [Cl:1][C:2]1[C:19]([C:20]([F:23])([F:22])[F:21])=[CH:18][CH:17]=[CH:16][C:3]=1[C:4]([NH:6][C@@H:7]([C:10]1[CH:15]=[CH:14][CH:13]=[CH:12][CH:11]=1)[CH2:8][NH:27][CH:24]([CH3:26])[CH3:25])=[O:5], predict the reactants needed to synthesize it. The reactants are: [Cl:1][C:2]1[C:19]([C:20]([F:23])([F:22])[F:21])=[CH:18][CH:17]=[CH:16][C:3]=1[C:4]([NH:6][C@@H:7]([C:10]1[CH:15]=[CH:14][CH:13]=[CH:12][CH:11]=1)[CH:8]=O)=[O:5].[CH:24]([NH2:27])([CH3:26])[CH3:25].C(O[BH-](OC(=O)C)OC(=O)C)(=O)C.[Na+].C(O)(=O)C.C(=O)([O-])O.[Na+]. (3) Given the product [F:1][C:2]1[CH:10]=[C:9]([C:11]([F:14])([F:13])[F:12])[CH:8]=[CH:7][C:3]=1[C:4]([NH:34][CH2:33][C:29]1[CH:28]=[C:27]([CH:32]=[CH:31][CH:30]=1)[O:26][C:23]1[CH:24]=[CH:25][C:20]([CH2:19][CH2:18][C:17]([OH:36])=[O:16])=[C:21]([CH3:35])[CH:22]=1)=[O:6], predict the reactants needed to synthesize it. The reactants are: [F:1][C:2]1[CH:10]=[C:9]([C:11]([F:14])([F:13])[F:12])[CH:8]=[CH:7][C:3]=1[C:4]([OH:6])=O.C[O:16][C:17](=[O:36])[CH2:18][CH2:19][C:20]1[CH:25]=[CH:24][C:23]([O:26][C:27]2[CH:32]=[CH:31][CH:30]=[C:29]([CH2:33][NH2:34])[CH:28]=2)=[CH:22][C:21]=1[CH3:35]. (4) Given the product [N+:1]([C:4]1[C:5]([NH2:16])=[CH:6][CH:7]=[C:8]2[C:13]=1[N:12]=[CH:11][CH:10]=[CH:9]2)([O-:3])=[O:2], predict the reactants needed to synthesize it. The reactants are: [N+:1]([C:4]1[CH:5]=[CH:6][CH:7]=[C:8]2[C:13]=1[N:12]=[CH:11][CH:10]=[CH:9]2)([O-:3])=[O:2].[I-].C[N+:16](C)(C)N.CC(C)([O-])C.[K+].[Cl-].[NH4+]. (5) Given the product [CH2:1]([O:3][C:4]([N:6]1[CH2:11][CH2:10][CH:9]([C:12]2[C:20]3[C:15](=[CH:16][CH:17]=[CH:18][CH:19]=3)[N:14]([CH2:22][CH2:23][O:24][CH3:25])[CH:13]=2)[CH2:8][CH2:7]1)=[O:5])[CH3:2], predict the reactants needed to synthesize it. The reactants are: [CH2:1]([O:3][C:4]([N:6]1[CH2:11][CH2:10][CH:9]([C:12]2[C:20]3[C:15](=[CH:16][CH:17]=[CH:18][CH:19]=3)[NH:14][CH:13]=2)[CH2:8][CH2:7]1)=[O:5])[CH3:2].Br[CH2:22][CH2:23][O:24][CH3:25]. (6) Given the product [Br:1][C:2]1[CH:7]=[C:6]([Cl:8])[C:5]([S:9]([NH:14][C:15]2[C:16]([CH3:25])=[N:17][N:18]([CH3:24])[C:19]=2[CH2:20][CH:21]([CH3:23])[CH3:22])(=[O:11])=[O:10])=[C:4]([Cl:13])[CH:3]=1, predict the reactants needed to synthesize it. The reactants are: [Br:1][C:2]1[CH:7]=[C:6]([Cl:8])[C:5]([S:9](Cl)(=[O:11])=[O:10])=[C:4]([Cl:13])[CH:3]=1.[NH2:14][C:15]1[C:16]([CH3:25])=[N:17][N:18]([CH3:24])[C:19]=1[CH2:20][CH:21]([CH3:23])[CH3:22]. (7) Given the product [Br:12][C:13]1[CH:14]=[CH:15][C:16]([CH3:17])=[C:21]([CH:22]=1)[C:20]([NH:19][CH3:18])=[O:23], predict the reactants needed to synthesize it. The reactants are: BrC1C=CC(C)=CC=1C(O)=O.[Br:12][C:13]1[CH:22]=[C:21]2[C:16]([CH:17]=[C:18](C3C=CC=CC=3C(F)(F)F)[NH:19][C:20]2=[O:23])=[CH:15][CH:14]=1.